This data is from Peptide-MHC class I binding affinity with 185,985 pairs from IEDB/IMGT. The task is: Regression. Given a peptide amino acid sequence and an MHC pseudo amino acid sequence, predict their binding affinity value. This is MHC class I binding data. (1) The peptide sequence is RVATENIAV. The MHC is HLA-B18:01 with pseudo-sequence HLA-B18:01. The binding affinity (normalized) is 0.0847. (2) The peptide sequence is TPNYMKLLV. The MHC is HLA-B53:01 with pseudo-sequence HLA-B53:01. The binding affinity (normalized) is 1.00. (3) The peptide sequence is LWPVTLACF. The MHC is Patr-A0701 with pseudo-sequence Patr-A0701. The binding affinity (normalized) is 0.273. (4) The peptide sequence is GPATAQMAL. The MHC is HLA-B27:05 with pseudo-sequence HLA-B27:05. The binding affinity (normalized) is 0.0847. (5) The peptide sequence is TPSGTWLTY. The MHC is HLA-A23:01 with pseudo-sequence HLA-A23:01. The binding affinity (normalized) is 0.